This data is from Full USPTO retrosynthesis dataset with 1.9M reactions from patents (1976-2016). The task is: Predict the reactants needed to synthesize the given product. (1) Given the product [C:1]([O:5][CH:6]1[CH:10]2[CH:11]=[CH:12][CH:7]1[CH:8]=[CH:9]2)(=[O:15])[CH3:2], predict the reactants needed to synthesize it. The reactants are: [C:1]([O:5][CH:6]1[CH:10]2[CH:11]=[CH:12][CH:7]1[CH:8]=[CH:9]2)(C)(C)[CH3:2].C(OC(=O)C)(=[O:15])C.C(O)(=O)C.Cl(O)(=O)(=O)=O. (2) Given the product [C:1]([O:5][C:6](=[O:7])[NH:8][CH2:9][C:10]1[CH:18]=[CH:17][C:13]([C:14]([N:42]2[CH2:41][C:40]3[CH:39]=[N:38][N:37]([CH3:43])[C:36]=3[NH:35][C:34]3[CH:44]=[C:30]([Cl:29])[CH:31]=[CH:32][C:33]2=3)=[O:16])=[CH:12][C:11]=1[F:19])([CH3:2])([CH3:3])[CH3:4], predict the reactants needed to synthesize it. The reactants are: [C:1]([O:5][C:6]([NH:8][CH2:9][C:10]1[CH:18]=[CH:17][C:13]([C:14]([OH:16])=O)=[CH:12][C:11]=1[F:19])=[O:7])([CH3:4])([CH3:3])[CH3:2].CCN(C(C)C)C(C)C.[Cl:29][C:30]1[CH:31]=[CH:32][C:33]2[NH:42][CH2:41][C:40]3[CH:39]=[N:38][N:37]([CH3:43])[C:36]=3[NH:35][C:34]=2[CH:44]=1. (3) Given the product [Br:1][CH2:2][C@@H:3]1[C@H:7]([F:27])[CH2:6][N:5]([C:9]([O:11][C:12]([CH3:15])([CH3:14])[CH3:13])=[O:10])[CH2:4]1, predict the reactants needed to synthesize it. The reactants are: [Br:1][CH2:2][C@@H:3]1[C@@H:7](O)[CH2:6][N:5]([C:9]([O:11][C:12]([CH3:15])([CH3:14])[CH3:13])=[O:10])[CH2:4]1.N12CCCN=C1CCCCC2.[F:27]C(F)(S(F)(=O)=O)C(F)(F)C(F)(F)C(F)(F)C(F)(F)C(F)(F)C(F)(F)C(F)(F)F. (4) Given the product [OH:1][C:2]1([C:17]#[C:18]/[C:19](/[C:26]([F:27])([F:28])[F:29])=[CH:20]\[C:21]([O:23][CH2:24][CH3:25])=[O:22])[C:13]([CH3:14])([CH3:15])[CH2:12][C:5](=[O:6])[CH:4]=[C:3]1[CH3:16], predict the reactants needed to synthesize it. The reactants are: [OH:1][C:2]1([C:17]#[C:18]/[C:19](/[C:26]([F:29])([F:28])[F:27])=[CH:20]\[C:21]([O:23][CH2:24][CH3:25])=[O:22])[C:13]([CH3:15])([CH3:14])[CH2:12][C:5]2(OC(C)C(C)[O:6]2)[CH:4]=[C:3]1[CH3:16].Cl.O.